This data is from Catalyst prediction with 721,799 reactions and 888 catalyst types from USPTO. The task is: Predict which catalyst facilitates the given reaction. (1) Reactant: [OH:1][CH:2]([CH:18]=[CH2:19])[CH2:3][CH2:4][NH:5][C:6]([C@H:8]1[C:13]([CH3:15])([CH3:14])[CH2:12][O:11][C:10]([CH3:17])([CH3:16])[O:9]1)=[O:7].[CH2:20]([C:23]1[CH:28]=[CH:27][CH:26]=[CH:25][CH:24]=1)C=C. Product: [OH:1][CH:2](/[CH:18]=[CH:19]/[CH2:20][C:23]1[CH:28]=[CH:27][CH:26]=[CH:25][CH:24]=1)[CH2:3][CH2:4][NH:5][C:6]([C@H:8]1[C:13]([CH3:14])([CH3:15])[CH2:12][O:11][C:10]([CH3:17])([CH3:16])[O:9]1)=[O:7]. The catalyst class is: 2. (2) Reactant: [Cl:1][C:2]1[CH:7]=[CH:6][N:5]=[C:4]2[CH:8]=[C:9]([C:11]3[N:12]([CH3:16])[CH:13]=[N:14][CH:15]=3)[S:10][C:3]=12.[Li]CCCC.C1(C)C=CC(S([C:31]#[N:32])(=O)=O)=CC=1. Product: [Cl:1][C:2]1[CH:7]=[CH:6][N:5]=[C:4]2[CH:8]=[C:9]([C:11]3[N:12]([CH3:16])[C:13]([C:31]#[N:32])=[N:14][CH:15]=3)[S:10][C:3]=12. The catalyst class is: 36.